This data is from Forward reaction prediction with 1.9M reactions from USPTO patents (1976-2016). The task is: Predict the product of the given reaction. (1) Given the reactants [I:1][C:2]1[CH:8]=[CH:7][C:5]([NH2:6])=[CH:4][CH:3]=1.[C:9]1(=O)[CH2:14][CH2:13][CH2:12][CH2:11][CH2:10]1.C[Si]([C:20]#[N:21])(C)C, predict the reaction product. The product is: [I:1][C:2]1[CH:8]=[CH:7][C:5]([NH:6][C:9]2([C:20]#[N:21])[CH2:14][CH2:13][CH2:12][CH2:11][CH2:10]2)=[CH:4][CH:3]=1. (2) The product is: [F:1][C:2]1[CH:7]=[C:6]([S:8]([CH3:11])(=[O:9])=[O:10])[CH:5]=[CH:4][C:3]=1[N:12]1[C:16]2=[N:17][CH:18]=[N:19][C:20]([O:21][CH:22]3[CH2:23][CH2:24][N:25]([CH2:35][C:36]([C:38]4[CH:39]=[CH:40][C:41]([O:44][C:45]([F:46])([F:47])[F:48])=[CH:42][CH:43]=4)=[O:37])[CH2:26][CH2:27]3)=[C:15]2[CH:14]=[N:13]1. Given the reactants [F:1][C:2]1[CH:7]=[C:6]([S:8]([CH3:11])(=[O:10])=[O:9])[CH:5]=[CH:4][C:3]=1[N:12]1[C:16]2=[N:17][CH:18]=[N:19][C:20]([O:21][CH:22]3[CH2:27][CH2:26][NH:25][CH2:24][CH2:23]3)=[C:15]2[CH:14]=[N:13]1.C([O-])([O-])=O.[K+].[K+].Br[CH2:35][C:36]([C:38]1[CH:43]=[CH:42][C:41]([O:44][C:45]([F:48])([F:47])[F:46])=[CH:40][CH:39]=1)=[O:37], predict the reaction product. (3) Given the reactants [C:1]([O:4][CH:5]([CH2:10][CH2:11][CH2:12][CH2:13][CH2:14][CH2:15][CH2:16][CH2:17][CH2:18][CH2:19][CH3:20])[CH2:6][C:7]([OH:9])=O)(=[O:3])[CH3:2].Cl.[CH3:22][O:23][C:24](=[O:27])[CH2:25][NH2:26], predict the reaction product. The product is: [CH3:22][O:23][C:24](=[O:27])[CH2:25][NH:26][C:7](=[O:9])[CH2:6][CH:5]([O:4][C:1](=[O:3])[CH3:2])[CH2:10][CH2:11][CH2:12][CH2:13][CH2:14][CH2:15][CH2:16][CH2:17][CH2:18][CH2:19][CH3:20]. (4) Given the reactants [Cl:1][C:2]1[CH:7]=[CH:6][C:5]([C:8]2[CH:9]=[N:10][CH:11]=[C:12]3[C:17]=2[N:16]=[C:15]([C:18]([OH:20])=O)[CH:14]=[CH:13]3)=[CH:4][CH:3]=1.C(N(CC)C(C)C)(C)C.F[P-](F)(F)(F)(F)F.N1(OC(N(C)C)=[N+](C)C)C2N=CC=CC=2N=N1.[CH3:54][O:55][C:56]1[CH:61]=[CH:60][CH:59]=[CH:58][C:57]=1[CH2:62][NH2:63], predict the reaction product. The product is: [Cl:1][C:2]1[CH:3]=[CH:4][C:5]([C:8]2[CH:9]=[N:10][CH:11]=[C:12]3[C:17]=2[N:16]=[C:15]([C:18]([NH:63][CH2:62][C:57]2[CH:58]=[CH:59][CH:60]=[CH:61][C:56]=2[O:55][CH3:54])=[O:20])[CH:14]=[CH:13]3)=[CH:6][CH:7]=1. (5) Given the reactants [CH3:1][CH:2]1[CH2:7][CH2:6][CH2:5][N:4](C(OCC=C)=O)[CH:3]1[CH2:14][NH:15][C:16]1[CH:21]=[CH:20][C:19]([C:22]([F:25])([F:24])[F:23])=[CH:18][N:17]=1.N1CCOCC1, predict the reaction product. The product is: [CH3:1][C@@H:2]1[CH2:7][CH2:6][CH2:5][NH:4][C@@H:3]1[CH2:14][NH:15][C:16]1[CH:21]=[CH:20][C:19]([C:22]([F:25])([F:23])[F:24])=[CH:18][N:17]=1. (6) Given the reactants [CH:1]1[CH:2]=[CH:3][C:4]([O:7][C:8]2[C:9]([N:21]3[CH2:25][CH2:24][CH2:23][CH2:22]3)=[CH:10][C:11]([C:18]([OH:20])=[O:19])=[CH:12][C:13]=2[S:14]([NH2:17])(=[O:16])=[O:15])=[CH:5][CH:6]=1.[CH2:26](Cl)[C:27]1[CH:32]=[CH:31][CH:30]=[CH:29][CH:28]=1.C(N(CC)CC)C, predict the reaction product. The product is: [NH2:17][S:14]([C:13]1[CH:12]=[C:11]([CH:10]=[C:9]([N:21]2[CH2:22][CH2:23][CH2:24][CH2:25]2)[C:8]=1[O:7][C:4]1[CH:5]=[CH:6][CH:1]=[CH:2][CH:3]=1)[C:18]([O:20][CH2:26][C:27]1[CH:32]=[CH:31][CH:30]=[CH:29][CH:28]=1)=[O:19])(=[O:16])=[O:15]. (7) Given the reactants [Cl:1][C:2]1[N:7]=[C:6](Cl)[C:5]([N+:9]([O-:11])=[O:10])=[CH:4][N:3]=1.[CH2:12]([O:14][C:15]1[CH:20]=[CH:19][C:18]([NH2:21])=[CH:17][CH:16]=1)[CH3:13], predict the reaction product. The product is: [Cl:1][C:2]1[N:7]=[C:6]([NH:21][C:18]2[CH:19]=[CH:20][C:15]([O:14][CH2:12][CH3:13])=[CH:16][CH:17]=2)[C:5]([N+:9]([O-:11])=[O:10])=[CH:4][N:3]=1. (8) Given the reactants [S:1]1[C:5]2[CH:6]=[CH:7][CH:8]=[CH:9][C:4]=2[N:3]=[C:2]1[N:10]1[C:14](=[O:15])[C:13](=[CH:16][N:17](C)C)[C:12]([C:20]2[CH:25]=[CH:24][CH:23]=[C:22]([C:26]([CH3:29])([CH3:28])[CH3:27])[CH:21]=2)=[N:11]1, predict the reaction product. The product is: [NH2:17][CH:16]=[C:13]1[C:12]([C:20]2[CH:25]=[CH:24][CH:23]=[C:22]([C:26]([CH3:27])([CH3:28])[CH3:29])[CH:21]=2)=[N:11][N:10]([C:2]2[S:1][C:5]3[CH:6]=[CH:7][CH:8]=[CH:9][C:4]=3[N:3]=2)[C:14]1=[O:15]. (9) Given the reactants [C:1]([C:4]1[C:9]([NH:10][C:11](=[O:18])[CH2:12][C:13]([O:15][CH2:16][CH3:17])=[O:14])=[CH:8][C:7]([C:19]([F:22])([F:21])[F:20])=[CH:6][N:5]=1)(=O)[CH3:2].[H-].[Na+], predict the reaction product. The product is: [OH:18][C:11]1[C:12]([C:13]([O:15][CH2:16][CH3:17])=[O:14])=[C:1]([CH3:2])[C:4]2[C:9](=[CH:8][C:7]([C:19]([F:22])([F:21])[F:20])=[CH:6][N:5]=2)[N:10]=1. (10) Given the reactants [C:1]([C:3]1[CH:4]=[CH:5][C:6]2[O:12][C:11]3[CH:13]=[CH:14][C:15]([C:17]([NH2:19])=[O:18])=[CH:16][C:10]=3[CH2:9][CH2:8][C:7]=2[CH:20]=1)#N.CC(C[AlH]CC(C)C)C.C1(C)C=CC=CC=1.CC(O)=[O:39].O, predict the reaction product. The product is: [CH:1]([C:3]1[CH:4]=[CH:5][C:6]2[O:12][C:11]3[CH:13]=[CH:14][C:15]([C:17]([NH2:19])=[O:18])=[CH:16][C:10]=3[CH2:9][CH2:8][C:7]=2[CH:20]=1)=[O:39].